This data is from Peptide-MHC class II binding affinity with 134,281 pairs from IEDB. The task is: Regression. Given a peptide amino acid sequence and an MHC pseudo amino acid sequence, predict their binding affinity value. This is MHC class II binding data. (1) The peptide sequence is MEKNVTVTHAQDILEKT. The MHC is DRB1_0401 with pseudo-sequence DRB1_0401. The binding affinity (normalized) is 0.174. (2) The peptide sequence is RGYFKMRTGKSSIMRS. The MHC is HLA-DPA10201-DPB11401 with pseudo-sequence HLA-DPA10201-DPB11401. The binding affinity (normalized) is 0.292. (3) The peptide sequence is GGKAYMDVISRRDQR. The MHC is HLA-DQA10501-DQB10303 with pseudo-sequence HLA-DQA10501-DQB10303. The binding affinity (normalized) is 0.214. (4) The peptide sequence is NCVLKKSTNGLRIKS. The MHC is HLA-DQA10101-DQB10501 with pseudo-sequence HLA-DQA10101-DQB10501. The binding affinity (normalized) is 0. (5) The peptide sequence is YDKFLANMSTVLTGK. The MHC is DRB1_1302 with pseudo-sequence DRB1_1302. The binding affinity (normalized) is 0.941.